Dataset: Experimentally validated miRNA-target interactions with 360,000+ pairs, plus equal number of negative samples. Task: Binary Classification. Given a miRNA mature sequence and a target amino acid sequence, predict their likelihood of interaction. (1) The miRNA is hsa-miR-452-5p with sequence AACUGUUUGCAGAGGAAACUGA. The protein sequence of the target gene is MGGCFSKPKPVELKIEVVLPEKERGKEELSASGKGSPRAYQGNGTARHFHTEERLSTPHPYPSPQDCVEAAVCHVKDLENGQMREVELGWGKVLLVKDNGEFHALGHKCPHYGAPLVKGVLSRGRVRCPWHGACFNISTGDLEDFPGLDSLHKFQVKIEKEKVYVRASKQALQLQRRTKVMAKCISPSAGYSSSTNVLIVGAGAAGLVCAETLRQEGFSDRIVLCTLDRHLPYDRPKLSKSLDTQPEQLALRPKEFFRAYGIEVLTEAQVVTVDVRTKKVVFKDGFKLEYSKLLLAPGSS.... Result: 0 (no interaction). (2) The miRNA is hsa-miR-4726-3p with sequence ACCCAGGUUCCCUCUGGCCGCA. The protein sequence of the target gene is MPGANYRAGAGAGAGARRPRGARDREEDGGGLEPAAVARDLLRGTSNMSFEELLELQSQVGTKTYKQLVAGNSPKKQASRPPIQNACVADKHRPLEMSAKIRVPFLRQVVPISKKVARDPRFDDLSGEYNPEVFDKTYQFLNDIRAKEKELVKKQLKKHLSGEEHEKLQQLLQRMEQQEMAQQERKQQQELHLALKQERRAQAQQGHRPYFLKKSEQRQLALAEKFKELKRSKKLENFLSRKRRRNAGKDRRHLPLSKE. Result: 1 (interaction). (3) The miRNA is mmu-miR-3471 with sequence UGAGAUCCAACUGUAAGGCAUU. The protein sequence of the target gene is MENFSLLSISGPPISSSALSAFPDIMFSRATSLPDIAKTAVPTEASSPAQALPPQYQSIIVRQGIQNTALSPDCSLGDTQHGEKLRRNCTIYRPWFSPYSYFVCADKESQLEAYDFPEVQQDEGKWDNCLSEDMAENICSSSSSPENTCPREATKKSRHGLDSITSQDILMASRWHPAQQNGYKCVACCRMYPTLDFLKSHIKRGFREGFSCKVYYRKLKALWSKEQKARLGDRLSSGSCQAFNSPAEHLRQIGGEAYLCL. Result: 0 (no interaction). (4) The miRNA is hsa-let-7e-5p with sequence UGAGGUAGGAGGUUGUAUAGUU. The protein sequence of the target gene is MSRRKQAKPQHFQSDPEVASLPRRDGDTEKGQPSRPTKSKDAHVCGRCCAEFFELSDLLLHKKNCTKNQLVLIVNENPASPPETFSPSPPPDNPDEQMNDTVNKTDQVDCSDLSEHNGLDREESMEVEAPVANKSGSGTSSGSHSSTAPSSSSSSSSSSGGGGSSSTGTSAITTSLPQLGDLTTLGNFSVINSNVIIENLQSTKVAVAQFSQEARCGGASGGKLAVPALMEQLLALQQQQIHQLQLIEQIRHQILLLASQNADLPTSSSPSQGTLRTSANPLSTLSSHLSQQLAAAAGLA.... Result: 1 (interaction). (5) The miRNA is hsa-miR-4733-5p with sequence AAUCCCAAUGCUAGACCCGGUG. The protein sequence of the target gene is MAVSALQLWRMGGLLRRRFPTCLSPWKIPPRVLKSSQPEALVSLTNNAVAFAPLQTLTDEEIMMKQTVKKFAQEHVAPLVSSMDENSKMEKSVIQGLFQQGLMGIEVEAQYGGTEASFFCSVLVIEELAKVDASVALLCDIQNTIINNLFRKHASEEQKATYLPKLVTEKLGSFCLSEAGAGSDSFAMKTRADKSGNYYVLNGSKMWISHAEHAELFLVFANVDPSSGYRGITCFLVDRDTEGFQIGKRENKMGIRASSTCQLTFENVKVPETNILGKIGHGYKYAIGSLNEGRIGIAAQ.... Result: 0 (no interaction). (6) The miRNA is hsa-miR-3611 with sequence UUGUGAAGAAAGAAAUUCUUA. Result: 1 (interaction). The protein sequence of the target gene is MEANQCPLVVEPSYPDLVINVGEVTLGEENRKKLQKIQRDQEKERVMRAACALLNSGGGVIRMAKKVEHPVEMGLDLEQSLRELIQSSDLQAFFETKQQGRCFYIFVKSWSSGPFPEDRSVKPRLCSLSSSLYRRSETSVRSMDSREAFCFLKTKRKPKILEEGPFHKIHKGVYQELPNSDPADPNSDPADLIFQKDYLEYGEILPFPESQLVEFKQFSTKHFQEYVKRTIPEYVPAFANTGGGYLFIGVDDKSREVLGCAKENVDPDSLRRKIEQAIYKLPCVHFCQPQRPITFTLKIV.... (7) The miRNA is hsa-miR-4789-5p with sequence GUAUACACCUGAUAUGUGUAUG. The protein sequence of the target gene is MTNEEPLPKKVRLSETDFKVMARDELILRWKQYEAYVQALEGKYTDLNSNDVTGLRESEEKLKQQQQESARRENILVMRLATKEQEMQECTTQIQYLKQVQQPSVAQLRSTMVDPAINLFFLKMKGELEQTKDKLEQAQNELSAWKFTPDSQTGKKLMAKCRMLIQENQELGRQLSQGRIAQLEAELALQKKYSEELKSSQDELNDFIIQLDEEVEGMQSTILVLQQQLKETRQQLAQYQQQQSQASAPSTSRTTSSEPVDQAEVTSKDCSRLANGPSNGSSSRQRTSGSGFHREGSTPE.... Result: 0 (no interaction). (8) Result: 1 (interaction). The protein sequence of the target gene is MDSDSCAAAFHPEEYSPSCKRRRTVEDFNKFCTFVLAYAGYIPYPKEELPLRSSPSPANSTAGTIDSDGWDAGFSDIASSVPLPVSDRCFSHLQPTLLQRAKPSNFLLDRKKTDKLKKKKKRKRRDSDAPGKEGYRGGLLKLEAADPYVETPTSPTLQDIPQAPSDPCSGWDSDTPSSGSCATVSPDQVKEIKTEGKRTIVRQGKQVVFRDEDSTGNDEDIMVDSDDDSWDLVTCFCMKPFAGRPMIECNECHTWIHLSCAKIRKSNVPEVFVCQKCRDSKFDIRRSNRSRTGSRKLFLD.... The miRNA is hsa-miR-548s with sequence AUGGCCAAAACUGCAGUUAUUUU. (9) The miRNA is hsa-let-7d-5p with sequence AGAGGUAGUAGGUUGCAUAGUU. The protein sequence of the target gene is MAGGMKVAVSPAVGPGPWGSGVGGGGTVRLLLILSGCLVYGTAETDVNVVMLQESQVCEKRASQQFCYTNVLIPKWHDIWTRIQIRVNSSRLVRVTQVENEEKLKELEQFSIWNFFSSFLKEKLNDTYVNVGLYSTKTCLKVEIIEKDTKYSVIVIRRFDPKLFLVFLLGLMLFFCGDLLSRSQIFYYSTGMTVGIVASLLIIIFILSKFMPKKSPIYVILVGGWSFSLYLIQLVFKNLQEIWRCYWQYLLSYVLTVGFMSFAVCYKYGPLENERSINLLTWTLQLMGLCFMYSGIQIPH.... Result: 1 (interaction).